Dataset: Catalyst prediction with 721,799 reactions and 888 catalyst types from USPTO. Task: Predict which catalyst facilitates the given reaction. (1) Reactant: [F:1][CH:2]([F:15])[C:3]1[CH:11]=[CH:10][CH:9]=[C:8]([N+:12]([O-])=O)[C:4]=1[C:5]([OH:7])=[O:6]. Product: [NH2:12][C:8]1[CH:9]=[CH:10][CH:11]=[C:3]([CH:2]([F:1])[F:15])[C:4]=1[C:5]([OH:7])=[O:6]. The catalyst class is: 78. (2) Reactant: [CH3:1][C:2]1[C:8]([N:9]2[CH2:13][CH2:12][CH2:11][CH2:10]2)=[C:7]([CH3:14])[CH:6]=[C:5]([CH3:15])[C:3]=1[NH2:4].N1C=CC=CC=1.[C:22]1([S:28]([N:31]2[CH2:35][CH2:34][CH2:33][CH:32]2[C:36](Cl)=[O:37])(=[O:30])=[O:29])[CH:27]=[CH:26][CH:25]=[CH:24][CH:23]=1.Cl. Product: [C:22]1([S:28]([N:31]2[CH2:35][CH2:34][CH2:33][C@H:32]2[C:36]([NH:4][C:3]2[C:5]([CH3:15])=[CH:6][C:7]([CH3:14])=[C:8]([N:9]3[CH2:13][CH2:12][CH2:11][CH2:10]3)[C:2]=2[CH3:1])=[O:37])(=[O:29])=[O:30])[CH:23]=[CH:24][CH:25]=[CH:26][CH:27]=1. The catalyst class is: 4.